Dataset: Forward reaction prediction with 1.9M reactions from USPTO patents (1976-2016). Task: Predict the product of the given reaction. (1) Given the reactants [C:1](Cl)([O:3][CH2:4][C:5]([Cl:8])([Cl:7])[Cl:6])=[O:2].[NH2:10][C:11]1[CH:19]=[C:18]([O:20][CH3:21])[C:17]([O:22][CH3:23])=[CH:16][C:12]=1[C:13]([OH:15])=[O:14].N1C=CC=CC=1, predict the reaction product. The product is: [CH3:21][O:20][C:18]1[C:17]([O:22][CH3:23])=[CH:16][C:12]([C:13]([OH:15])=[O:14])=[C:11]([NH:10][C:1]([O:3][CH2:4][C:5]([Cl:8])([Cl:7])[Cl:6])=[O:2])[CH:19]=1. (2) Given the reactants [CH3:1][O:2][C:3]1[CH:40]=[CH:39][C:6]([CH2:7][N:8]([CH2:30][C:31]2[CH:36]=[CH:35][C:34]([O:37][CH3:38])=[CH:33][CH:32]=2)[C:9]2[N:14]=[CH:13][C:12]([C:15]3[C:16]4[CH2:29][CH2:28][NH:27][C:17]=4[N:18]=[C:19]([N:21]4[CH2:26][CH2:25][O:24][CH2:23][CH2:22]4)[N:20]=3)=[CH:11][N:10]=2)=[CH:5][CH:4]=1.Br[C:42]1[CH:43]=[C:44]([C:48]([N:50]2[CH2:55][CH2:54][O:53][CH2:52][CH2:51]2)=[O:49])[CH:45]=[N:46][CH:47]=1, predict the reaction product. The product is: [CH3:38][O:37][C:34]1[CH:33]=[CH:32][C:31]([CH2:30][N:8]([CH2:7][C:6]2[CH:5]=[CH:4][C:3]([O:2][CH3:1])=[CH:40][CH:39]=2)[C:9]2[N:10]=[CH:11][C:12]([C:15]3[C:16]4[CH2:29][CH2:28][N:27]([C:42]5[CH:43]=[C:44]([C:48]([N:50]6[CH2:51][CH2:52][O:53][CH2:54][CH2:55]6)=[O:49])[CH:45]=[N:46][CH:47]=5)[C:17]=4[N:18]=[C:19]([N:21]4[CH2:26][CH2:25][O:24][CH2:23][CH2:22]4)[N:20]=3)=[CH:13][N:14]=2)=[CH:36][CH:35]=1. (3) Given the reactants Br[C:2]1[CH:3]=[CH:4][CH:5]=[C:6]2[C:10]=1[N:9]([CH2:11][C:12]([OH:14])=[O:13])[C:8]([CH3:15])=[C:7]2[CH2:16][CH2:17][CH2:18][O:19][C:20]1[CH:25]=[C:24]([CH3:26])[C:23]([Cl:27])=[C:22]([CH3:28])[CH:21]=1.[CH3:29][N:30]1[CH:34]=[CH:33][CH:32]=[C:31]1B1OC(C)(C)C(C)(C)O1, predict the reaction product. The product is: [Cl:27][C:23]1[C:24]([CH3:26])=[CH:25][C:20]([O:19][CH2:18][CH2:17][CH2:16][C:7]2[C:6]3[C:10](=[C:2]([C:31]4[N:30]([CH3:29])[CH:34]=[CH:33][CH:32]=4)[CH:3]=[CH:4][CH:5]=3)[N:9]([CH2:11][C:12]([OH:14])=[O:13])[C:8]=2[CH3:15])=[CH:21][C:22]=1[CH3:28]. (4) Given the reactants Cl[C:2]1[N:7]=[CH:6][C:5]([S:8]([C:11]2[N:15]([C:16]3[CH:21]=[CH:20][CH:19]=[CH:18][C:17]=3[F:22])[N:14]=[C:13]([CH2:23][N:24]([CH3:32])[C:25](=[O:31])[O:26][C:27]([CH3:30])([CH3:29])[CH3:28])[CH:12]=2)(=[O:10])=[O:9])=[CH:4][CH:3]=1.[CH3:33][O-:34].[Na+], predict the reaction product. The product is: [F:22][C:17]1[CH:18]=[CH:19][CH:20]=[CH:21][C:16]=1[N:15]1[C:11]([S:8]([C:5]2[CH:6]=[N:7][C:2]([O:34][CH3:33])=[CH:3][CH:4]=2)(=[O:10])=[O:9])=[CH:12][C:13]([CH2:23][N:24]([CH3:32])[C:25](=[O:31])[O:26][C:27]([CH3:30])([CH3:29])[CH3:28])=[N:14]1. (5) Given the reactants CC([N:5]([CH2:9][C:10]1[CH:15]=[CH:14][CH:13]=[C:12]([CH2:16][N:17]2[C:25]3[C:20](=[C:21]([CH2:26][OH:27])[CH:22]=[CH:23][CH:24]=3)[C:19]([N:28]([S:38]([C:41]3[S:42][C:43]([Cl:46])=[CH:44][CH:45]=3)(=[O:40])=[O:39])[S:29]([C:32]3[S:33][C:34]([Cl:37])=[CH:35][CH:36]=3)(=[O:31])=[O:30])=[N:18]2)[CH:11]=1)C(=O)[O-])(C)C.FC(F)(F)C(O)=O, predict the reaction product. The product is: [NH2:5][CH2:9][C:10]1[CH:11]=[C:12]([CH2:16][N:17]2[C:25]3[C:20](=[C:21]([CH2:26][OH:27])[CH:22]=[CH:23][CH:24]=3)[C:19]([N:28]([S:38]([C:41]3[S:42][C:43]([Cl:46])=[CH:44][CH:45]=3)(=[O:40])=[O:39])[S:29]([C:32]3[S:33][C:34]([Cl:37])=[CH:35][CH:36]=3)(=[O:31])=[O:30])=[N:18]2)[CH:13]=[CH:14][CH:15]=1. (6) Given the reactants [C:1]([C:3]1[CH:4]=[CH:5][C:6]2[N:10]([S:11]([C:14]3[CH:19]=[CH:18][C:17]([O:20][CH3:21])=[CH:16][CH:15]=3)(=[O:13])=[O:12])[C:9](=[O:22])[N:8]([CH:23]([C:31]3[CH:36]=[CH:35][CH:34]=[CH:33][CH:32]=3)[C:24]([O:26]C(C)(C)C)=[O:25])[C:7]=2[CH:37]=1)#[N:2].FC(F)(F)C(O)=O, predict the reaction product. The product is: [C:1]([C:3]1[CH:4]=[CH:5][C:6]2[N:10]([S:11]([C:14]3[CH:15]=[CH:16][C:17]([O:20][CH3:21])=[CH:18][CH:19]=3)(=[O:13])=[O:12])[C:9](=[O:22])[N:8]([CH:23]([C:31]3[CH:32]=[CH:33][CH:34]=[CH:35][CH:36]=3)[C:24]([OH:26])=[O:25])[C:7]=2[CH:37]=1)#[N:2].